This data is from Reaction yield outcomes from USPTO patents with 853,638 reactions. The task is: Predict the reaction yield, written as a fraction of the theoretical maximum amount of product (1.0 means a 100% yield; for example, 0.34 means a 34% yield). The reactants are [CH2:1]([O:3][C:4]([C:6]1[N:10]([C:11]([O:13][C:14]([CH3:17])([CH3:16])[CH3:15])=[O:12])[C:9]2[S:18][CH:19]=[CH:20][C:8]=2[CH:7]=1)=[O:5])[CH3:2].CCCC[N+](CCCC)(CCCC)CCCC.[F-].[Br:39]N1C(=O)CCC1=O.C(OCC)(=O)C. The catalyst is ClCCl. The product is [CH2:1]([O:3][C:4]([C:6]1[N:10]([C:11]([O:13][C:14]([CH3:16])([CH3:15])[CH3:17])=[O:12])[C:9]2[S:18][C:19]([Br:39])=[CH:20][C:8]=2[CH:7]=1)=[O:5])[CH3:2]. The yield is 0.360.